This data is from Catalyst prediction with 721,799 reactions and 888 catalyst types from USPTO. The task is: Predict which catalyst facilitates the given reaction. (1) Reactant: CS(Cl)(=O)=O.O[CH2:7][C:8]#[C:9][C:10]1[CH:15]=[CH:14][C:13]([S:16]([NH:19][CH2:20][C:21]2[CH:35]=[CH:34][C:24]([C:25]([NH:27][C:28]3[CH:29]=[N:30][CH:31]=[CH:32][CH:33]=3)=[O:26])=[CH:23][CH:22]=2)(=[O:18])=[O:17])=[CH:12][CH:11]=1.CCN(CC)CC.[NH:43]1[CH2:48][CH2:47][O:46][CH2:45][CH2:44]1.S([O-])(=O)(=O)C. Product: [N:43]1([CH2:7][C:8]#[C:9][C:10]2[CH:11]=[CH:12][C:13]([S:16]([NH:19][CH2:20][C:21]3[CH:22]=[CH:23][C:24]([C:25]([NH:27][C:28]4[CH:29]=[N:30][CH:31]=[CH:32][CH:33]=4)=[O:26])=[CH:34][CH:35]=3)(=[O:17])=[O:18])=[CH:14][CH:15]=2)[CH2:48][CH2:47][O:46][CH2:45][CH2:44]1. The catalyst class is: 49. (2) Reactant: [NH2:1][C:2]1[C:3]([O:18][CH3:19])=[C:4]([CH:12]([OH:17])[C:13]([F:16])([F:15])[F:14])[CH:5]=[C:6]([C:8]([CH3:11])([CH3:10])[CH3:9])[CH:7]=1.C(N(CC)C(C)C)(C)C.Cl[C:30]([O:32][CH2:33][C:34]([Cl:37])([Cl:36])[Cl:35])=[O:31].O. Product: [C:8]([C:6]1[CH:5]=[C:4]([CH:12]([OH:17])[C:13]([F:15])([F:16])[F:14])[C:3]([O:18][CH3:19])=[C:2]([NH:1][C:30](=[O:31])[O:32][CH2:33][C:34]([Cl:37])([Cl:36])[Cl:35])[CH:7]=1)([CH3:11])([CH3:10])[CH3:9]. The catalyst class is: 1.